Dataset: Full USPTO retrosynthesis dataset with 1.9M reactions from patents (1976-2016). Task: Predict the reactants needed to synthesize the given product. Given the product [Br:12][C:13]1[CH:14]=[C:15]([C:19]2[C:21]3[C:22](=[CH:23][C:24]([Cl:28])=[C:25]([CH3:27])[CH:26]=3)[O:29][C:37](=[O:38])[C:36]=2[CH2:32][C:33]([OH:34])=[O:40])[CH:16]=[CH:17][CH:18]=1, predict the reactants needed to synthesize it. The reactants are: C1CCN2C(=NCCC2)CC1.[Br:12][C:13]1[CH:14]=[C:15]([C:19]([C:21]2[CH:26]=[C:25]([CH3:27])[C:24]([Cl:28])=[CH:23][C:22]=2[OH:29])=O)[CH:16]=[CH:17][CH:18]=1.C([CH:32]([CH2:36][C:37](Cl)=[O:38])[C:33](Cl)=[O:34])C.[OH2:40].